Dataset: Forward reaction prediction with 1.9M reactions from USPTO patents (1976-2016). Task: Predict the product of the given reaction. (1) Given the reactants C([O:5][C:6](=[O:37])[CH2:7][N:8]1[C:16]2[C:11](=[C:12]([O:17][CH2:18][CH2:19][CH2:20][C:21]3[S:25][C:24]([C:26]4[CH:31]=[CH:30][C:29]([C:32]([F:35])([F:34])[F:33])=[CH:28][CH:27]=4)=[N:23][C:22]=3[CH3:36])[CH:13]=[CH:14][CH:15]=2)[CH:10]=[CH:9]1)(C)(C)C.[OH-].[Na+], predict the reaction product. The product is: [CH3:36][C:22]1[N:23]=[C:24]([C:26]2[CH:27]=[CH:28][C:29]([C:32]([F:35])([F:34])[F:33])=[CH:30][CH:31]=2)[S:25][C:21]=1[CH2:20][CH2:19][CH2:18][O:17][C:12]1[CH:13]=[CH:14][CH:15]=[C:16]2[C:11]=1[CH:10]=[CH:9][N:8]2[CH2:7][C:6]([OH:37])=[O:5]. (2) Given the reactants [CH:1]1([NH:7][C:8]([C:10]2[C:15]([OH:16])=[CH:14][C:13](=[O:17])[N:12]([CH2:18][C:19]3[CH:24]=[CH:23][C:22]([C:25]([F:28])([F:27])[F:26])=[CH:21][CH:20]=3)[CH:11]=2)=[O:9])[CH2:6][CH2:5][CH2:4][CH2:3][CH2:2]1.OC1C(C(OC)=O)=C[N:33](CC2C=CC(C(F)(F)F)=CC=2)[C:34](=[O:36])C=1.C1(N)CCCCC1.Cl.[C:60]([O:63]CC)(=[O:62])[CH3:61], predict the reaction product. The product is: [CH:1]1([NH:7][C:8]([C:10]2[C:15]([OH:16])=[C:14]([C:34]([NH:33][CH2:61][C:60]([OH:63])=[O:62])=[O:36])[C:13](=[O:17])[N:12]([CH2:18][C:19]3[CH:24]=[CH:23][C:22]([C:25]([F:28])([F:26])[F:27])=[CH:21][CH:20]=3)[CH:11]=2)=[O:9])[CH2:6][CH2:5][CH2:4][CH2:3][CH2:2]1. (3) Given the reactants [Cl:1][C:2]1[CH:7]=[C:6]([C:8]2[CH:13]=[CH:12][CH:11]=[CH:10][CH:9]=2)[CH:5]=[CH:4][C:3]=1[OH:14].C[O:16][C:17]([C:19]1[O:20][C:21]([CH2:24]Cl)=[CH:22][CH:23]=1)=[O:18], predict the reaction product. The product is: [Cl:1][C:2]1[CH:7]=[C:6]([C:8]2[CH:13]=[CH:12][CH:11]=[CH:10][CH:9]=2)[CH:5]=[CH:4][C:3]=1[O:14][CH2:24][C:21]1[O:20][C:19]([C:17]([OH:18])=[O:16])=[CH:23][CH:22]=1.